This data is from Forward reaction prediction with 1.9M reactions from USPTO patents (1976-2016). The task is: Predict the product of the given reaction. (1) Given the reactants [F:1][C:2]1[C:3]2[CH:4]=[C:5]3[C:14]4[N:15]=[C:16]([C:19]5[C:20]([N:39]([CH3:44])[S:40]([CH3:43])(=[O:42])=[O:41])=[CH:21][C:22]6[O:26][C:25]([C:27]7[CH:32]=[CH:31][C:30]([F:33])=[CH:29][CH:28]=7)=[C:24]([C:34]([NH:36][CH3:37])=[O:35])[C:23]=6[CH:38]=5)[CH:17]=[CH:18][C:13]=4[N:12]=[C:11]([CH2:45][N:46]4[CH2:49][CH:48]([F:50])[CH2:47]4)[N:6]3[C:7]=2[CH:8]=[CH:9][CH:10]=1.[CH3:51][S:52]([OH:55])(=[O:54])=[O:53].C(OCC)C, predict the reaction product. The product is: [CH3:51][S:52]([O-:55])(=[O:54])=[O:53].[F:50][CH:48]1[CH2:47][NH+:46]([CH2:45][C:11]2[N:6]3[C:7]4[CH:8]=[CH:9][CH:10]=[C:2]([F:1])[C:3]=4[CH:4]=[C:5]3[C:14]3[N:15]=[C:16]([C:19]4[C:20]([N:39]([CH3:44])[S:40]([CH3:43])(=[O:41])=[O:42])=[CH:21][C:22]5[O:26][C:25]([C:27]6[CH:28]=[CH:29][C:30]([F:33])=[CH:31][CH:32]=6)=[C:24]([C:34](=[O:35])[NH:36][CH3:37])[C:23]=5[CH:38]=4)[CH:17]=[CH:18][C:13]=3[N:12]=2)[CH2:49]1. (2) Given the reactants [I-].[CH3:2][S+](C)(C)=O.[H-].[Na+].[S:9]1[C:17]2[CH:16]=[C:15]([CH:18]=[O:19])[N:14]=[CH:13][C:12]=2[O:11][CH2:10]1.O, predict the reaction product. The product is: [O:19]1[CH2:2][CH:18]1[C:15]1[N:14]=[CH:13][C:12]2[O:11][CH2:10][S:9][C:17]=2[CH:16]=1. (3) Given the reactants [F:1][C:2]1[CH:27]=[CH:26][C:5]([CH2:6][NH:7][CH:8]([C:20]2[CH:25]=[CH:24][CH:23]=[CH:22][CH:21]=2)[C:9]([O:11][C@@H:12]2[CH:17]3[CH2:18][CH2:19][N:14]([CH2:15][CH2:16]3)[CH2:13]2)=[O:10])=[CH:4][CH:3]=1.[Cl:28][CH2:29][C:30]([C:32]1[S:33][CH:34]=[CH:35][CH:36]=1)=[O:31].CCOCC, predict the reaction product. The product is: [Cl-:28].[F:1][C:2]1[CH:27]=[CH:26][C:5]([CH2:6][NH:7][CH:8]([C:20]2[CH:21]=[CH:22][CH:23]=[CH:24][CH:25]=2)[C:9]([O:11][C@@H:12]2[CH:17]3[CH2:16][CH2:15][N+:14]([CH2:29][C:30](=[O:31])[C:32]4[S:33][CH:34]=[CH:35][CH:36]=4)([CH2:19][CH2:18]3)[CH2:13]2)=[O:10])=[CH:4][CH:3]=1.